From a dataset of Forward reaction prediction with 1.9M reactions from USPTO patents (1976-2016). Predict the product of the given reaction. (1) Given the reactants Br[CH2:2][C:3]1[CH:10]=[CH:9][C:6]([C:7]#[N:8])=[CH:5][CH:4]=1.BrCC1CCCCO1.[NH:19]1[C:27]2[C:22](=[CH:23][CH:24]=[CH:25][CH:26]=2)[C:21]2([C:39]3[C:30](=[CH:31][C:32]4[O:37][CH2:36][CH2:35][O:34][C:33]=4[CH:38]=3)[O:29][CH2:28]2)[C:20]1=[O:40], predict the reaction product. The product is: [O:40]=[C:20]1[C:21]2([C:39]3[C:30](=[CH:31][C:32]4[O:37][CH2:36][CH2:35][O:34][C:33]=4[CH:38]=3)[O:29][CH2:28]2)[C:22]2[C:27](=[CH:26][CH:25]=[CH:24][CH:23]=2)[N:19]1[CH2:2][C:3]1[CH:10]=[CH:9][C:6]([C:7]#[N:8])=[CH:5][CH:4]=1. (2) Given the reactants [N+:1]([CH2:4][CH2:5][C:6]([C:8]1[CH:13]=[CH:12][CH:11]=[CH:10][CH:9]=1)=O)([O-:3])=[O:2].CO.[NH2:16][NH:17][C:18]([NH2:20])=[S:19], predict the reaction product. The product is: [N+:1]([CH2:4][CH2:5][C:6](=[N:16][NH:17][C:18]([NH2:20])=[S:19])[C:8]1[CH:13]=[CH:12][CH:11]=[CH:10][CH:9]=1)([O-:3])=[O:2]. (3) The product is: [CH:7]1[C:16]2[C:11](=[CH:12][CH:13]=[CH:14][CH:15]=2)[CH:10]=[CH:9][C:8]=1[C:17]1[CH:21]=[C:20]([CH2:22][OH:23])[S:19][C:18]=1[CH2:24][OH:25]. Given the reactants [H-].[Al+3].[Li+].[H-].[H-].[H-].[CH:7]1[C:16]2[C:11](=[CH:12][CH:13]=[CH:14][CH:15]=2)[CH:10]=[CH:9][C:8]=1[C:17]1[CH:21]=[C:20]([CH:22]=[O:23])[S:19][C:18]=1[CH:24]=[O:25], predict the reaction product. (4) The product is: [Cl:26][C:27]1[CH:28]=[C:29]([S:33]([NH:36][C:37]2[C:46]3[C:41](=[CH:42][CH:43]=[CH:44][CH:45]=3)[C:40]([OH:47])=[C:39]([S:21][CH2:22][C:23]([OH:25])=[O:24])[CH:38]=2)(=[O:35])=[O:34])[S:30][C:31]=1[Cl:32]. Given the reactants OC1C2C(=CC=CC=2)C(NS(C2SC=CC=2)(=O)=O)=CC=1[S:21][CH2:22][C:23]([OH:25])=[O:24].[Cl:26][C:27]1[CH:28]=[C:29]([S:33]([N:36]=[C:37]2[C:46]3[C:41](=[CH:42][CH:43]=[CH:44][CH:45]=3)[C:40](=[O:47])[C:39](Cl)=[CH:38]2)(=[O:35])=[O:34])[S:30][C:31]=1[Cl:32], predict the reaction product. (5) Given the reactants [CH3:1][O:2][C:3]([C:5]1[C:10]([OH:11])=[C:9]([OH:12])[N:8]=[C:7]([C:13]2[CH:18]=[CH:17][C:16]([CH3:19])=[CH:15][CH:14]=2)[N:6]=1)=[O:4].[C:20](=[O:23])([O-])[O-].[K+].[K+].[CH3:26][O:27][C:28]1[CH:33]=[CH:32][C:31]([CH2:34]Cl)=[CH:30][CH:29]=1, predict the reaction product. The product is: [CH3:1][O:2][C:3]([C:5]1[C:10]([O:11][CH2:34][C:31]2[CH:32]=[CH:33][C:28]([O:27][CH3:26])=[CH:29][CH:30]=2)=[C:9]([O:12][CH2:7][C:13]2[CH:18]=[CH:17][C:16]([O:23][CH3:20])=[CH:15][CH:14]=2)[N:8]=[C:7]([C:13]2[CH:18]=[CH:17][C:16]([CH3:19])=[CH:15][CH:14]=2)[N:6]=1)=[O:4].